From a dataset of Full USPTO retrosynthesis dataset with 1.9M reactions from patents (1976-2016). Predict the reactants needed to synthesize the given product. (1) Given the product [O:13]=[C:11]1[NH:10][C:9](=[O:14])[C:8](=[CH:7][C:6]2[CH:15]=[CH:16][C:3]([C:1]3[S:24][C:19]4[CH:20]=[CH:21][CH:22]=[CH:23][C:18]=4[N:17]=3)=[CH:4][CH:5]=2)[S:12]1, predict the reactants needed to synthesize it. The reactants are: [CH:1]([C:3]1[CH:16]=[CH:15][C:6]([CH:7]=[C:8]2[S:12][C:11](=[O:13])[NH:10][C:9]2=[O:14])=[CH:5][CH:4]=1)=O.[NH2:17][C:18]1[CH:23]=[CH:22][CH:21]=[CH:20][C:19]=1[SH:24].C1(=O)C=CC(=O)C=C1.CCOCC. (2) Given the product [C:25]([O:29][C:30]([N:32]1[CH2:38][CH2:37][CH2:36][N:35]([CH2:39][CH2:40][CH2:41][CH2:42][N:14]([CH:10]2[CH2:9][CH2:8][C:7]3[C:12](=[CH:13][C:4]([O:3][CH3:2])=[CH:5][CH:6]=3)[CH2:11]2)[CH2:15][CH2:16][CH3:17])[C:34](=[O:44])[CH2:33]1)=[O:31])([CH3:28])([CH3:27])[CH3:26], predict the reactants needed to synthesize it. The reactants are: Cl.[CH3:2][O:3][C:4]1[CH:13]=[C:12]2[C:7]([CH2:8][CH2:9][CH:10]([NH:14][CH2:15][CH2:16][CH3:17])[CH2:11]2)=[CH:6][CH:5]=1.C(N(CC)CC)C.[C:25]([O:29][C:30]([N:32]1[CH2:38][CH2:37][CH2:36][N:35]([CH2:39][CH2:40][CH2:41][CH:42]=O)[C:34](=[O:44])[CH2:33]1)=[O:31])([CH3:28])([CH3:27])[CH3:26].C(O[BH-](OC(=O)C)OC(=O)C)(=O)C.[Na+]. (3) Given the product [CH3:1][O:2][C:3]([C:5]1[CH:13]=[C:12]2[C:8]([CH:9]=[CH:10][N:11]2[C:19]([O:18][C:14]([CH3:17])([CH3:16])[CH3:15])=[O:20])=[CH:7][CH:6]=1)=[O:4], predict the reactants needed to synthesize it. The reactants are: [CH3:1][O:2][C:3]([C:5]1[CH:13]=[C:12]2[C:8]([CH:9]=[CH:10][NH:11]2)=[CH:7][CH:6]=1)=[O:4].[C:14]([O:18][C:19](O[C:19]([O:18][C:14]([CH3:17])([CH3:16])[CH3:15])=[O:20])=[O:20])([CH3:17])([CH3:16])[CH3:15]. (4) Given the product [ClH:20].[Br:11][C:9]1[C:8]([F:12])=[CH:7][C:3]([C:4]([OH:6])=[O:5])=[C:2]([NH:1][NH2:13])[CH:10]=1, predict the reactants needed to synthesize it. The reactants are: [NH2:1][C:2]1[CH:10]=[C:9]([Br:11])[C:8]([F:12])=[CH:7][C:3]=1[C:4]([OH:6])=[O:5].[N:13]([O-])=O.[Na+].O.O.[Sn](Cl)[Cl:20]. (5) Given the product [CH3:1][O:2][C:3](=[O:14])[C:4]1[CH:9]=[CH:8][C:7]([CH2:10][CH2:11][CH2:12][Br:30])=[CH:6][CH:5]=1, predict the reactants needed to synthesize it. The reactants are: [CH3:1][O:2][C:3](=[O:14])[C:4]1[CH:9]=[CH:8][C:7]([CH2:10][CH2:11][CH2:12]O)=[CH:6][CH:5]=1.C(N1C=CN=C1)(N1C=CN=C1)=O.C([Br:30])C=C. (6) Given the product [Br:39][C:37]1[CH:36]=[CH:35][N:34]=[C:33]([C:31]([C:10]2[C:5]3[CH:4]=[N:3][C:2]([Cl:1])=[N:7][C:6]=3[N:8]([C:12]([CH3:22])([CH3:21])[CH2:13][O:14][CH:15]3[CH2:20][CH2:19][CH2:18][CH2:17][O:16]3)[CH:9]=2)=[O:32])[CH:38]=1, predict the reactants needed to synthesize it. The reactants are: [Cl:1][C:2]1[N:3]=[CH:4][C:5]2[C:10](I)=[CH:9][N:8]([C:12]([CH3:22])([CH3:21])[CH2:13][O:14][CH:15]3[CH2:20][CH2:19][CH2:18][CH2:17][O:16]3)[C:6]=2[N:7]=1.[Li]CCCC.CON(C)[C:31]([C:33]1[CH:38]=[C:37]([Br:39])[CH:36]=[CH:35][N:34]=1)=[O:32].